This data is from Catalyst prediction with 721,799 reactions and 888 catalyst types from USPTO. The task is: Predict which catalyst facilitates the given reaction. (1) Reactant: [C:1]([O:5][C:6]([N:8]1[C:16]2[C:11](=[CH:12][C:13]([Cl:17])=[CH:14][CH:15]=2)[CH:10]=[C:9]1[CH3:18])=[O:7])([CH3:4])([CH3:3])[CH3:2].C1C(=O)N([Br:26])C(=O)C1.C(OOC(=O)C1C=CC=CC=1)(=O)C1C=CC=CC=1. Product: [C:1]([O:5][C:6]([N:8]1[C:16]2[C:11](=[CH:12][C:13]([Cl:17])=[CH:14][CH:15]=2)[CH:10]=[C:9]1[CH2:18][Br:26])=[O:7])([CH3:4])([CH3:3])[CH3:2]. The catalyst class is: 53. (2) Reactant: C(CC[N:5]1[C:9]([CH2:10][O:11][C:12]([CH2:19][CH3:20])([CH2:17][CH3:18])[C:13]([O:15][CH3:16])=[O:14])=[N:8][N:7]=[N:6]1)#N.N12CCCN=C1CCCCC2. Product: [CH2:17]([C:12]([O:11][CH2:10][C:9]1[NH:8][N:7]=[N:6][N:5]=1)([CH2:19][CH3:20])[C:13]([O:15][CH3:16])=[O:14])[CH3:18]. The catalyst class is: 4. (3) Reactant: Br[CH2:2][C:3]1[CH:10]=[CH:9][C:6]([C:7]#[N:8])=[CH:5][CH:4]=1.[NH3:11]. Product: [NH2:11][CH2:2][C:3]1[CH:10]=[CH:9][C:6]([C:7]#[N:8])=[CH:5][CH:4]=1. The catalyst class is: 5. (4) Reactant: C([N-]C(C)C)(C)C.[Li+].C(NC(C)C)(C)C.C([Li])CCC.[F:21][C:22]1[CH:28]=[C:27]([F:29])[CH:26]=[CH:25][C:23]=1[NH2:24].F[C:31]1[CH:39]=[C:38]([F:40])[C:37]([F:41])=[CH:36][C:32]=1[C:33]([OH:35])=[O:34].Cl.O1CCOCC1. Product: [F:21][C:22]1[CH:28]=[C:27]([F:29])[CH:26]=[CH:25][C:23]=1[NH:24][C:31]1[CH:39]=[C:38]([F:40])[C:37]([F:41])=[CH:36][C:32]=1[C:33]([OH:35])=[O:34]. The catalyst class is: 1. (5) Reactant: [NH2:1][C:2]1[CH:32]=[CH:31][CH:30]=[CH:29][C:3]=1[CH2:4][NH:5][C:6]([C:8]1[N:9]=[C:10]2[N:15]([C:16](=[O:26])[C:17]=1[O:18]CC1C=CC=CC=1)[CH2:14][CH2:13][O:12][C:11]2([CH3:28])[CH3:27])=[O:7].[C:33]1(=O)[O:38][C:36](=[O:37])[CH:35]=[CH:34]1. Product: [O:37]=[C:36]1[CH:35]=[CH:34][C:33](=[O:38])[N:1]1[C:2]1[CH:32]=[CH:31][CH:30]=[CH:29][C:3]=1[CH2:4][NH:5][C:6]([C:8]1[N:9]=[C:10]2[N:15]([C:16](=[O:26])[C:17]=1[OH:18])[CH2:14][CH2:13][O:12][C:11]2([CH3:28])[CH3:27])=[O:7]. The catalyst class is: 15. (6) Reactant: C(OC([N:11]1[CH2:16][CH2:15][C@@:14]([OH:18])([CH3:17])[C@H:13]([F:19])[CH2:12]1)=O)C1C=CC=CC=1. Product: [F:19][C@H:13]1[C@@:14]([CH3:17])([OH:18])[CH2:15][CH2:16][NH:11][CH2:12]1. The catalyst class is: 5.